This data is from NCI-60 drug combinations with 297,098 pairs across 59 cell lines. The task is: Regression. Given two drug SMILES strings and cell line genomic features, predict the synergy score measuring deviation from expected non-interaction effect. Drug 1: CN1CCC(CC1)COC2=C(C=C3C(=C2)N=CN=C3NC4=C(C=C(C=C4)Br)F)OC. Drug 2: CN(C)C1=NC(=NC(=N1)N(C)C)N(C)C. Cell line: SW-620. Synergy scores: CSS=-3.87, Synergy_ZIP=0.288, Synergy_Bliss=-3.92, Synergy_Loewe=-10.4, Synergy_HSA=-7.54.